From a dataset of Forward reaction prediction with 1.9M reactions from USPTO patents (1976-2016). Predict the product of the given reaction. (1) Given the reactants [CH2:1]([O:3][C:4]([CH:6]1[CH2:11][NH:10][C:9]2[CH:12]=[C:13]([Cl:16])[CH:14]=[CH:15][C:8]=2[O:7]1)=[O:5])[CH3:2].[I:17]I, predict the reaction product. The product is: [CH2:1]([O:3][C:4]([CH:6]1[CH2:11][NH:10][C:9]2[CH:12]=[C:13]([Cl:16])[C:14]([I:17])=[CH:15][C:8]=2[O:7]1)=[O:5])[CH3:2]. (2) The product is: [O:1]1[CH2:6][CH2:5][N:4]([C:7]2[CH:16]=[N:15][CH:14]=[C:13]3[C:8]=2[CH:9]=[C:10]([C:17]([NH2:22])=[O:19])[CH:11]=[N:12]3)[CH2:3][CH2:2]1. Given the reactants [O:1]1[CH2:6][CH2:5][N:4]([C:7]2[CH:16]=[N:15][CH:14]=[C:13]3[C:8]=2[CH:9]=[C:10]([C:17]([OH:19])=O)[CH:11]=[N:12]3)[CH2:3][CH2:2]1.C(N1C=CN=C1)([N:22]1C=CN=C1)=O.[OH-].[NH4+], predict the reaction product. (3) The product is: [F:22][C:17]1[C:16]([NH:23][C:24]2[CH:29]=[CH:28][C:27]([I:30])=[CH:26][C:25]=2[F:31])=[C:15]([C:12]2[O:11][C:10]([NH:9][CH2:8][CH2:7][OH:6])=[N:14][N:13]=2)[CH:20]=[CH:19][C:18]=1[F:21]. Given the reactants C([Si](C)(C)[O:6][CH2:7][CH2:8][NH:9][C:10]1[O:11][C:12]([C:15]2[CH:20]=[CH:19][C:18]([F:21])=[C:17]([F:22])[C:16]=2[NH:23][C:24]2[CH:29]=[CH:28][C:27]([I:30])=[CH:26][C:25]=2[F:31])=[N:13][N:14]=1)(C)(C)C.C(O)(=O)C.[F-].C([NH3+])(C)(C)C, predict the reaction product.